This data is from NCI-60 drug combinations with 297,098 pairs across 59 cell lines. The task is: Regression. Given two drug SMILES strings and cell line genomic features, predict the synergy score measuring deviation from expected non-interaction effect. Drug 1: CC12CCC3C(C1CCC2O)C(CC4=C3C=CC(=C4)O)CCCCCCCCCS(=O)CCCC(C(F)(F)F)(F)F. Drug 2: C#CCC(CC1=CN=C2C(=N1)C(=NC(=N2)N)N)C3=CC=C(C=C3)C(=O)NC(CCC(=O)O)C(=O)O. Cell line: HL-60(TB). Synergy scores: CSS=19.9, Synergy_ZIP=0.193, Synergy_Bliss=0.106, Synergy_Loewe=-87.6, Synergy_HSA=0.203.